From a dataset of Catalyst prediction with 721,799 reactions and 888 catalyst types from USPTO. Predict which catalyst facilitates the given reaction. (1) Reactant: [ClH:1].[CH:2]1([C:8]2(O)[C:12]3[C:13]([CH3:33])=[C:14]([N:19]4[CH2:24][CH2:23][N:22]([C:25]5[CH:30]=[CH:29][C:28]([O:31][CH3:32])=[CH:27][CH:26]=5)[CH2:21][CH2:20]4)[C:15]([CH3:18])=[C:16]([CH3:17])[C:11]=3[O:10][C:9]2([CH3:35])[CH3:34])[CH2:7][CH2:6][CH2:5][CH2:4][CH2:3]1. Product: [ClH:1].[C:2]1(=[C:8]2[C:12]3[C:13]([CH3:33])=[C:14]([N:19]4[CH2:20][CH2:21][N:22]([C:25]5[CH:26]=[CH:27][C:28]([O:31][CH3:32])=[CH:29][CH:30]=5)[CH2:23][CH2:24]4)[C:15]([CH3:18])=[C:16]([CH3:17])[C:11]=3[O:10][C:9]2([CH3:35])[CH3:34])[CH2:7][CH2:6][CH2:5][CH2:4][CH2:3]1. The catalyst class is: 36. (2) Reactant: Cl.Cl.[NH2:3][CH2:4][C:5]1[CH:6]=[C:7]([C:11]2[C:12]3[N:13]([N:18]=[C:19]([NH:21][CH:22]4[CH2:27][CH2:26][N:25]([C:28]5[CH:33]=[C:32]([CH3:34])[N:31]=[CH:30][N:29]=5)[CH2:24][CH2:23]4)[N:20]=3)[CH:14]=[C:15]([CH3:17])[CH:16]=2)[CH:8]=[CH:9][CH:10]=1.C(N(CC)C(C)C)(C)C.Cl[C:45]([O:47][CH2:48][CH3:49])=[O:46]. Product: [CH3:17][C:15]1[CH:16]=[C:11]([C:7]2[CH:6]=[C:5]([CH:10]=[CH:9][CH:8]=2)[CH2:4][NH:3][C:45](=[O:46])[O:47][CH2:48][CH3:49])[C:12]2[N:13]([N:18]=[C:19]([NH:21][CH:22]3[CH2:23][CH2:24][N:25]([C:28]4[CH:33]=[C:32]([CH3:34])[N:31]=[CH:30][N:29]=4)[CH2:26][CH2:27]3)[N:20]=2)[CH:14]=1. The catalyst class is: 4. (3) Reactant: Br[C:2]12[CH2:11][CH:6]3[CH2:7][CH:8]([CH2:10][CH:4]([CH2:5]3)[CH2:3]1)[CH2:9]2.[OH:12][C:13]1[CH:18]=[CH:17][CH:16]=[C:15]([OH:19])[CH:14]=1. Product: [C:2]12([C:16]3[CH:17]=[C:18]([C:2]45[CH2:11][CH:6]6[CH2:7][CH:8]([CH2:10][CH:4]([CH2:5]6)[CH2:3]4)[CH2:9]5)[C:13]([OH:12])=[CH:14][C:15]=3[OH:19])[CH2:11][CH:6]3[CH2:7][CH:8]([CH2:10][CH:4]([CH2:5]3)[CH2:3]1)[CH2:9]2. The catalyst class is: 11. (4) Reactant: [C:1]1([S:11]([N:14]2[CH2:19][CH:18]3[CH:16]([CH:17]3[NH:20][C:21]3[N:26]=CC(C(OCC)=O)=[CH:23][N:22]=3)[CH2:15]2)(=[O:13])=[O:12])[C:10]2[C:5](=[CH:6][CH:7]=[CH:8][CH:9]=2)[CH:4]=[CH:3][CH:2]=1.[OH-:32].[Na+].Cl.[CH2:35]1[CH2:39][O:38]C[CH2:36]1. Product: [CH:10]1[C:5]2[C:4](=[CH:9][CH:8]=[CH:7][CH:6]=2)[CH:3]=[CH:2][C:1]=1[S:11]([N:14]1[CH2:19][CH:18]2[CH:16]([CH:17]2[NH:20][C:21]2[N:26]=[CH:36][C:35]([C:39]([OH:38])=[O:32])=[CH:23][N:22]=2)[CH2:15]1)(=[O:13])=[O:12]. The catalyst class is: 5. (5) Reactant: [C:1]1([CH2:11][C:12]([OH:14])=[O:13])([CH2:7][C:8]([OH:10])=O)[CH2:6][CH2:5][CH2:4][CH2:3][CH2:2]1. Product: [C:1]12([CH2:7][C:8](=[O:10])[O:14][C:12](=[O:13])[CH2:11]1)[CH2:2][CH2:3][CH2:4][CH2:5][CH2:6]2. The catalyst class is: 152. (6) Reactant: [F:1][C:2]1[C:9]([F:10])=[CH:8][C:5]([CH:6]=[O:7])=[C:4]([O:11][C@H:12]([CH2:14][CH:15]=[CH2:16])[CH3:13])[CH:3]=1.[H-].[Al+3].[Li+].[H-].[H-].[H-]. Product: [F:1][C:2]1[C:9]([F:10])=[CH:8][C:5]([CH2:6][OH:7])=[C:4]([O:11][C@H:12]([CH2:14][CH:15]=[CH2:16])[CH3:13])[CH:3]=1. The catalyst class is: 1. (7) Reactant: CO.Cl[C:4]1[C:9]([N+:10]([O-:12])=[O:11])=[CH:8][CH:7]=[C:6]([Cl:13])[N:5]=1.C(N(CC)CC)C.[F:21][C:22]1[CH:23]=[C:24]([CH:26]=[CH:27][C:28]=1[F:29])[NH2:25]. Product: [F:21][C:22]1[CH:23]=[C:24]([NH:25][C:4]2[C:9]([N+:10]([O-:12])=[O:11])=[CH:8][CH:7]=[C:6]([Cl:13])[N:5]=2)[CH:26]=[CH:27][C:28]=1[F:29]. The catalyst class is: 6. (8) Reactant: [CH2:1]([Zn]CC)C.[CH:6]1([CH2:11][CH:12]([C:17]2[CH:22]=[CH:21][C:20]([S:23]([CH3:26])(=[O:25])=[O:24])=[CH:19][CH:18]=2)[C:13]([O:15]C)=[O:14])[CH2:10][CH:9]=[CH:8][CH2:7]1.ICI.[Cl-].[NH4+]. Product: [CH:8]12[CH2:1][CH:9]1[CH2:10][CH:6]([CH2:11][CH:12]([C:17]1[CH:22]=[CH:21][C:20]([S:23]([CH3:26])(=[O:25])=[O:24])=[CH:19][CH:18]=1)[C:13]([OH:15])=[O:14])[CH2:7]2. The catalyst class is: 452. (9) Reactant: [Cl:1][C:2]1[CH:17]=[CH:16][C:15]([C@H:18]2[C@H:23]([OH:24])[C@@H:22]([OH:25])[C@H:21]([OH:26])[C@@H:20]([O:27][CH3:28])[O:19]2)=[CH:14][C:3]=1[CH2:4][C:5]1[CH:10]=[CH:9][C:8]([C:11](=O)[CH3:12])=[CH:7][CH:6]=1.N1C=CC=CC=1.C([O-])(=O)C.[Na+].Cl.[CH3:41][O:42][NH2:43]. Product: [CH3:41][O:42][N:43]=[C:11]([C:8]1[CH:7]=[CH:6][C:5]([CH2:4][C:3]2[CH:14]=[C:15]([C@H:18]3[C@H:23]([OH:24])[C@@H:22]([OH:25])[C@H:21]([OH:26])[C@@H:20]([O:27][CH3:28])[O:19]3)[CH:16]=[CH:17][C:2]=2[Cl:1])=[CH:10][CH:9]=1)[CH3:12]. The catalyst class is: 8. (10) Reactant: [N:1]1[CH:6]=[CH:5][CH:4]=[C:3]([O:7][CH:8]=[C:9]2[CH:17]=[CH:16][C:12]([C:13]([OH:15])=O)=[C:11]([O:18][C:19]3[CH:24]=[CH:23][CH:22]=[CH:21][CH:20]=3)[CH2:10]2)[CH:2]=1.ON1C(=O)C2C=CC=CC=2N=N1.Cl.[CH3:38][O:39][C:40](=[O:47])[C@H:41]([CH2:43][CH2:44][S:45][CH3:46])[NH2:42].Cl.C(N=C=NCCCN(C)C)C. The catalyst class is: 851. Product: [CH3:38][O:39][C:40](=[O:47])[C@H:41]([CH2:43][CH2:44][S:45][CH3:46])[NH:42][C:13](=[O:15])[C:12]1[CH:16]=[CH:17][C:9]([CH2:8][O:7][C:3]2[CH:2]=[N:1][CH:6]=[CH:5][CH:4]=2)=[CH:10][C:11]=1[O:18][C:19]1[CH:24]=[CH:23][CH:22]=[CH:21][CH:20]=1.